From a dataset of Catalyst prediction with 721,799 reactions and 888 catalyst types from USPTO. Predict which catalyst facilitates the given reaction. (1) Reactant: [OH-].[Na+].[CH3:3][N:4]([C:13]1[CH:14]=[C:15]([C:19]2[CH:24]=[CH:23][C:22]([CH2:25][CH2:26][C:27]([O:29]C)=[O:28])=[CH:21][C:20]=2[O:31][CH2:32][CH2:33][CH2:34][CH2:35][CH3:36])[CH:16]=[CH:17][CH:18]=1)[C:5]([NH:7][CH2:8][CH2:9][CH2:10][CH2:11][CH3:12])=[O:6]. Product: [CH3:3][N:4]([C:13]1[CH:14]=[C:15]([C:19]2[CH:24]=[CH:23][C:22]([CH2:25][CH2:26][C:27]([OH:29])=[O:28])=[CH:21][C:20]=2[O:31][CH2:32][CH2:33][CH2:34][CH2:35][CH3:36])[CH:16]=[CH:17][CH:18]=1)[C:5]([NH:7][CH2:8][CH2:9][CH2:10][CH2:11][CH3:12])=[O:6]. The catalyst class is: 83. (2) Reactant: [F:1][C:2]1[C:7]([F:8])=[CH:6][CH:5]=[CH:4][C:3]=1[CH:9]1[CH2:14][CH2:13][NH:12][CH2:11][CH2:10]1.[C:15](=O)([O-])[O-].[K+].[K+].IC. Product: [F:1][C:2]1[C:7]([F:8])=[CH:6][CH:5]=[CH:4][C:3]=1[CH:9]1[CH2:14][CH2:13][N:12]([CH3:15])[CH2:11][CH2:10]1. The catalyst class is: 10. (3) Reactant: [CH:1]1([NH:6][CH2:7][C:8]2[CH:17]=[C:16]3[C:11]([C@H:12]([N:18]4[CH:22]=[C:21]([CH2:23][C@@H:24]([NH:28][S:29]([C:32]5[CH:37]=[CH:36][C:35]([CH3:38])=[CH:34][CH:33]=5)(=[O:31])=[O:30])[C:25](O)=[O:26])[N:20]=[N:19]4)[CH2:13][CH2:14][O:15]3)=[CH:10][CH:9]=2)[CH2:5][CH2:4][CH2:3][CH2:2]1.C1C=[N:43]C2N(O)N=NC=2C=1.CCN(C(C)C)C(C)C.[NH4+].[Cl-].CCN=C=NCCCN(C)C. Product: [CH:1]1([NH:6][CH2:7][C:8]2[CH:17]=[C:16]3[C:11]([C@H:12]([N:18]4[CH:22]=[C:21]([CH2:23][C@@H:24]([NH:28][S:29]([C:32]5[CH:37]=[CH:36][C:35]([CH3:38])=[CH:34][CH:33]=5)(=[O:30])=[O:31])[C:25]([NH2:43])=[O:26])[N:20]=[N:19]4)[CH2:13][CH2:14][O:15]3)=[CH:10][CH:9]=2)[CH2:5][CH2:4][CH2:3][CH2:2]1. The catalyst class is: 3. (4) Reactant: [Br:1][C:2]1[CH:7]=[CH:6][C:5]([NH2:8])=[CH:4][N:3]=1.[F:9][C:10]1[CH:18]=[CH:17][CH:16]=[C:15]([F:19])[C:11]=1[C:12](Cl)=[O:13].N1C=CC=CC=1. Product: [Br:1][C:2]1[N:3]=[CH:4][C:5]([NH:8][C:12](=[O:13])[C:11]2[C:10]([F:9])=[CH:18][CH:17]=[CH:16][C:15]=2[F:19])=[CH:6][CH:7]=1. The catalyst class is: 2. (5) Reactant: [CH3:1][C:2]([C@@H:10]1[CH2:15][CH2:14][O:13][C:12]([CH3:17])([CH3:16])[O:11]1)([C:4](=[O:9])[CH2:5][CH2:6][CH:7]=[CH2:8])[CH3:3]. Product: [CH3:3][C:2]([C@@H:10]1[CH2:15][CH2:14][O:13][C:12]([CH3:16])([CH3:17])[O:11]1)([C:4](=[O:9])[CH2:5][CH2:6][CH2:7][CH3:8])[CH3:1]. The catalyst class is: 123. (6) Reactant: S([O-])([O-])(=O)=O.[Na+].[Na+].Cl[C:9](Cl)(Cl)[CH:10]([OH:12])O.[S:15]1[CH2:21][CH2:20][CH2:19][NH:18][C:17]2[CH:22]=[CH:23][CH:24]=[CH:25][C:16]1=2.Cl.NO.Cl.[OH2:30]. Product: [CH2:19]1[N:18]2[C:17]3[C:16](=[CH:25][C:10](=[O:12])[C:9](=[O:30])[C:22]=3[CH:23]=[CH:24]2)[S:15][CH2:21][CH2:20]1. The catalyst class is: 8.